From a dataset of Buchwald-Hartwig C-N cross coupling reaction yields with 55,370 reactions. Predict the reaction yield, written as a fraction of the theoretical maximum amount of product (1.0 means a 100% yield; for example, 0.34 means a 34% yield). (1) The reactants are CCc1ccc(Br)cc1.Cc1ccc(N)cc1.O=S(=O)(O[Pd]1c2ccccc2-c2ccccc2N~1)C(F)(F)F.COc1ccc(OC)c(P(C(C)(C)C)C(C)(C)C)c1-c1c(C(C)C)cc(C(C)C)cc1C(C)C.CCN=P(N=P(N(C)C)(N(C)C)N(C)C)(N(C)C)N(C)C.c1ccc(-c2cnoc2)cc1. No catalyst specified. The product is CCc1ccc(Nc2ccc(C)cc2)cc1. The yield is 0.266. (2) The reactants are FC(F)(F)c1ccc(Cl)cc1.Cc1ccc(N)cc1.O=S(=O)(O[Pd]1c2ccccc2-c2ccccc2N~1)C(F)(F)F.CC(C)c1cc(C(C)C)c(-c2ccccc2P(C2CCCCC2)C2CCCCC2)c(C(C)C)c1.CN(C)C(=NC(C)(C)C)N(C)C.c1ccc(-c2cnoc2)cc1. No catalyst specified. The product is Cc1ccc(Nc2ccc(C(F)(F)F)cc2)cc1. The yield is 0.143. (3) The reactants are FC(F)(F)c1ccc(Cl)cc1.Cc1ccc(N)cc1.O=S(=O)(O[Pd]1c2ccccc2-c2ccccc2N~1)C(F)(F)F.COc1ccc(OC)c(P(C(C)(C)C)C(C)(C)C)c1-c1c(C(C)C)cc(C(C)C)cc1C(C)C.CN1CCCN2CCCN=C12.c1ccc(-c2ccno2)cc1. No catalyst specified. The product is Cc1ccc(Nc2ccc(C(F)(F)F)cc2)cc1. The yield is 0.0956.